From a dataset of Peptide-MHC class II binding affinity with 134,281 pairs from IEDB. Regression. Given a peptide amino acid sequence and an MHC pseudo amino acid sequence, predict their binding affinity value. This is MHC class II binding data. (1) The peptide sequence is IHLVIHRIRTLIGQE. The MHC is DRB1_0404 with pseudo-sequence DRB1_0404. The binding affinity (normalized) is 0.756. (2) The peptide sequence is QTNGPWMQVPLEVKR. The MHC is DRB1_0801 with pseudo-sequence DRB1_0801. The binding affinity (normalized) is 0.165. (3) The peptide sequence is LQGPFNFRFLTEKGMKNVFDDVVPEKYTIG. The MHC is HLA-DQA10501-DQB10301 with pseudo-sequence HLA-DQA10501-DQB10301. The binding affinity (normalized) is 0.177. (4) The peptide sequence is AATGAATAATGGYKV. The MHC is HLA-DQA10501-DQB10201 with pseudo-sequence HLA-DQA10501-DQB10201. The binding affinity (normalized) is 0.00998. (5) The peptide sequence is FCDMLRLFDYNKNAI. The MHC is DRB1_0101 with pseudo-sequence DRB1_0101. The binding affinity (normalized) is 0.542. (6) The binding affinity (normalized) is 0.311. The peptide sequence is WDDLRSLCLFSYHRLR. The MHC is DRB4_0101 with pseudo-sequence DRB4_0103. (7) The MHC is HLA-DQA10501-DQB10201 with pseudo-sequence HLA-DQA10501-DQB10201. The binding affinity (normalized) is 0.392. The peptide sequence is EKKYFAATQFEHLAA.